Dataset: Full USPTO retrosynthesis dataset with 1.9M reactions from patents (1976-2016). Task: Predict the reactants needed to synthesize the given product. (1) Given the product [CH:47]1([NH:43][C:2]2[C:7]([C:8]([F:11])([F:10])[F:9])=[CH:6][N:5]=[C:4]([NH:12][C:13]3[C:18]([O:19][CH3:20])=[CH:17][C:16]([C:21]([N:23]4[CH2:24][CH2:25][O:26][CH2:27][CH2:28]4)=[O:22])=[C:15]([F:29])[CH:14]=3)[N:3]=2)[CH2:49][CH2:48]1, predict the reactants needed to synthesize it. The reactants are: Cl[C:2]1[C:7]([C:8]([F:11])([F:10])[F:9])=[CH:6][N:5]=[C:4]([NH:12][C:13]2[C:18]([O:19][CH3:20])=[CH:17][C:16]([C:21]([N:23]3[CH2:28][CH2:27][O:26][CH2:25][CH2:24]3)=[O:22])=[C:15]([F:29])[CH:14]=2)[N:3]=1.CC1C=CC(S(O)(=O)=O)=CC=1.CC[N:43]([CH:47]([CH3:49])[CH3:48])C(C)C.C(=O)(O)[O-].[Na+]. (2) The reactants are: [H-].[Na+].[CH3:3][CH:4]([CH3:8])[CH:5]([OH:7])[CH3:6].Cl[C:10]1[C:15]([CH3:16])=[C:14](Cl)[N:13]=[CH:12][N:11]=1.[CH2:18]([OH:22])[C:19]#[C:20][CH3:21].[Cl-].[NH4+]. Given the product [CH2:18]([O:22][C:10]1[C:15]([CH3:16])=[C:14]([O:7][CH:5]([CH3:6])[CH:4]([CH3:8])[CH3:3])[N:13]=[CH:12][N:11]=1)[C:19]#[C:20][CH3:21], predict the reactants needed to synthesize it. (3) Given the product [CH2:1]([O:3][C:4]([C:6]12[CH2:13][CH2:12][C:9]([NH:14][CH2:15][C:16]3[CH:17]=[CH:18][CH:19]=[CH:20][CH:21]=3)([CH2:10][CH2:11]1)[CH2:8][CH:7]2[O:22][S:38]([CH3:37])(=[O:40])=[O:39])=[O:5])[CH3:2], predict the reactants needed to synthesize it. The reactants are: [CH2:1]([O:3][C:4]([C:6]12[CH2:13][CH2:12][C:9]([NH:14][CH2:15][C:16]3[CH:21]=[CH:20][CH:19]=[CH:18][CH:17]=3)([CH2:10][CH2:11]1)[CH2:8][CH:7]2[OH:22])=[O:5])[CH3:2].C1(C)C=CC=CC=1.C(N(CC)CC)C.[CH3:37][S:38](Cl)(=[O:40])=[O:39]. (4) Given the product [Cl:13][C:10]1[C:9]2[C:4](=[CH:5][C:6]([F:14])=[CH:7][CH:8]=2)[N:3]=[C:2]([C:18]2[CH:17]=[C:16]([CH3:15])[CH:21]=[CH:20][N:19]=2)[C:11]=1[CH3:12], predict the reactants needed to synthesize it. The reactants are: Cl[C:2]1[C:11]([CH3:12])=[C:10]([Cl:13])[C:9]2[C:4](=[CH:5][C:6]([F:14])=[CH:7][CH:8]=2)[N:3]=1.[CH3:15][C:16]1[CH:21]=[CH:20][N:19]=[C:18]([Sn](CCCC)(CCCC)CCCC)[CH:17]=1. (5) Given the product [Br:1][C:2]1[C:3]([NH:9][CH2:15][C:14]([CH3:16])=[CH2:13])=[N:4][C:5]([Cl:8])=[N:6][CH:7]=1, predict the reactants needed to synthesize it. The reactants are: [Br:1][C:2]1[C:3]([NH2:9])=[N:4][C:5]([Cl:8])=[N:6][CH:7]=1.[H-].[Na+].Cl[CH2:13][C:14]([CH3:16])=[CH2:15]. (6) Given the product [Br:1][C:2]1[CH:3]=[C:4]2[C@:10]3([CH2:21][C:13]4=[N:14][CH:15]=[C:16]([C:18]([O:20][CH2:33][CH3:34])=[O:19])[CH:17]=[C:12]4[CH2:11]3)[C:9](=[O:22])[NH:8][C:5]2=[N:6][CH:7]=1, predict the reactants needed to synthesize it. The reactants are: [Br:1][C:2]1[CH:3]=[C:4]2[C@:10]3([CH2:21][C:13]4=[N:14][CH:15]=[C:16]([C:18]([OH:20])=[O:19])[CH:17]=[C:12]4[CH2:11]3)[C:9](=[O:22])[NH:8][C:5]2=[N:6][CH:7]=1.S(=O)(=O)(O)O.C(=O)(O)[O-].[Na+].[CH3:33][CH2:34]O.